Task: Binary Classification. Given a T-cell receptor sequence (or CDR3 region) and an epitope sequence, predict whether binding occurs between them.. Dataset: TCR-epitope binding with 47,182 pairs between 192 epitopes and 23,139 TCRs (1) The epitope is KMKDLSPRW. The TCR CDR3 sequence is CASSLLGQAYGYTF. Result: 0 (the TCR does not bind to the epitope). (2) The epitope is FLLNKEMYL. The TCR CDR3 sequence is CASSFGTGYEQYF. Result: 0 (the TCR does not bind to the epitope). (3) The epitope is FLNGSCGSV. The TCR CDR3 sequence is CASSLMGVADTQYF. Result: 1 (the TCR binds to the epitope). (4) The epitope is FLNGSCGSV. The TCR CDR3 sequence is CASSLGWGRVNTEAFF. Result: 0 (the TCR does not bind to the epitope).